This data is from Forward reaction prediction with 1.9M reactions from USPTO patents (1976-2016). The task is: Predict the product of the given reaction. (1) Given the reactants [C:1]([O:5][C:6]([NH:8][C@@:9]1([C:29]([OH:31])=[O:30])[C@H:14]([CH2:15][S:16][C:17]2[CH:22]=[CH:21][C:20]([F:23])=[C:19]([CH3:24])[CH:18]=2)[C@@H:13]([OH:25])[C@@H:12]2[C@H:10]1[C@H:11]2[C:26]([OH:28])=[O:27])=[O:7])([CH3:4])([CH3:3])[CH3:2].C(=O)(O)[O-].[Na+].S(Cl)(O[CH2:41][Cl:42])(=O)=O.[Cl:44][CH2:45]Cl, predict the reaction product. The product is: [Cl:44][CH2:45][O:30][C:29]([C@:9]1([NH:8][C:6]([O:5][C:1]([CH3:4])([CH3:2])[CH3:3])=[O:7])[C@H:14]([CH2:15][S:16][C:17]2[CH:22]=[CH:21][C:20]([F:23])=[C:19]([CH3:24])[CH:18]=2)[C@@H:13]([OH:25])[C@@H:12]2[C@H:10]1[C@H:11]2[C:26]([O:28][CH2:41][Cl:42])=[O:27])=[O:31]. (2) Given the reactants [CH:1]([C:3]1[CH:18]=[CH:17][C:6]([C:7]([NH:9][CH2:10][C:11]2[CH:16]=[CH:15][CH:14]=[CH:13][N:12]=2)=[O:8])=[C:5]([CH3:19])[CH:4]=1)=O.Cl.[OH:21][NH2:22], predict the reaction product. The product is: [OH:21][N:22]=[CH:1][C:3]1[CH:18]=[CH:17][C:6]([C:7]([NH:9][CH2:10][C:11]2[CH:16]=[CH:15][CH:14]=[CH:13][N:12]=2)=[O:8])=[C:5]([CH3:19])[CH:4]=1. (3) Given the reactants [CH3:1][S:2]([C:5]1[CH:6]=[C:7]([NH2:12])[C:8]([NH2:11])=[CH:9][CH:10]=1)(=[O:4])=[O:3].[C:13]1([C:19]2[N:24]=[N:23][C:22]([CH:25]=O)=[CH:21][CH:20]=2)[CH:18]=[CH:17][CH:16]=[CH:15][CH:14]=1.C[Si](Cl)(C)C, predict the reaction product. The product is: [CH3:1][S:2]([C:5]1[CH:10]=[CH:9][C:8]2[N:11]=[C:25]([C:22]3[N:23]=[N:24][C:19]([C:13]4[CH:14]=[CH:15][CH:16]=[CH:17][CH:18]=4)=[CH:20][CH:21]=3)[NH:12][C:7]=2[CH:6]=1)(=[O:3])=[O:4]. (4) Given the reactants [F:1][C:2]1[CH:7]=[CH:6][CH:5]=[CH:4][C:3]=1[N:8]1[C:12]([CH2:13][OH:14])=[C:11]([C:15]([N:17]([CH2:35][CH:36]([CH3:38])[CH3:37])[C@@H:18]2[CH2:23][N:22]([C:24]([O:26][C:27]([CH3:30])([CH3:29])[CH3:28])=[O:25])[CH2:21][C@H:20]([C:31](OC)=[O:32])[CH2:19]2)=[O:16])[N:10]=[N:9]1.[CH3:39][OH:40], predict the reaction product. The product is: [F:1][C:2]1[CH:7]=[CH:6][CH:5]=[CH:4][C:3]=1[N:8]1[C:12]([CH2:13][OH:14])=[C:11]([C:15]([N:17]([CH2:35][CH:36]([CH3:38])[CH3:37])[C@H:18]2[CH2:19][C@@H:20]([C:31]([N:8]3[CH2:3][CH2:2][O:40][CH2:39][CH2:12]3)=[O:32])[CH2:21][N:22]([C:24]([O:26][C:27]([CH3:29])([CH3:30])[CH3:28])=[O:25])[CH2:23]2)=[O:16])[N:10]=[N:9]1. (5) Given the reactants [N:1]1[CH:6]=[CH:5][CH:4]=[CH:3][C:2]=1[C:7]([NH2:9])=[O:8].C([N-]C(C)C)(C)C.[Li+].Cl[C:19]([O:21][C:22]1[CH:27]=[CH:26][CH:25]=[CH:24][CH:23]=1)=[O:20], predict the reaction product. The product is: [N:1]1[CH:6]=[CH:5][CH:4]=[CH:3][C:2]=1[C:7]([NH:9][C:19](=[O:20])[O:21][C:22]1[CH:27]=[CH:26][CH:25]=[CH:24][CH:23]=1)=[O:8].